Dataset: Reaction yield outcomes from USPTO patents with 853,638 reactions. Task: Predict the reaction yield, written as a fraction of the theoretical maximum amount of product (1.0 means a 100% yield; for example, 0.34 means a 34% yield). (1) The reactants are [CH3:1][Si:2]([C:5]#[CH:6])([CH3:4])[CH3:3].C([Mg]Br)C.[CH2:11]([O:18][C:19]1[CH:26]=[CH:25][C:22]([CH2:23]Cl)=[CH:21][CH:20]=1)[C:12]1[CH:17]=[CH:16][CH:15]=[CH:14][CH:13]=1.[Cl-].[NH4+]. The catalyst is O1CCCC1.[Cu]Br. The product is [CH2:11]([O:18][C:19]1[CH:20]=[CH:21][C:22]([CH2:23][C:6]#[C:5][Si:2]([CH3:4])([CH3:3])[CH3:1])=[CH:25][CH:26]=1)[C:12]1[CH:13]=[CH:14][CH:15]=[CH:16][CH:17]=1. The yield is 0.720. (2) The yield is 1.19. The reactants are [NH2:1][C:2]1[CH:7]=[CH:6][C:5]([S:8]([N:11]([CH2:23][C:24]2[CH:29]=[CH:28][CH:27]=[CH:26][CH:25]=2)[C:12]2[C:17]([Cl:18])=[CH:16][C:15]([C:19]([F:22])([F:21])[F:20])=[CH:14][N:13]=2)(=[O:10])=[O:9])=[CH:4][CH:3]=1.CCN(CC)CC.[CH3:37][N:38]([CH3:43])[S:39](Cl)(=[O:41])=[O:40].N1C=CC=CC=1. The product is [CH2:23]([N:11]([C:12]1[C:17]([Cl:18])=[CH:16][C:15]([C:19]([F:22])([F:21])[F:20])=[CH:14][N:13]=1)[S:8]([C:5]1[CH:6]=[CH:7][C:2]([NH:1][S:39](=[O:41])(=[O:40])[N:38]([CH3:43])[CH3:37])=[CH:3][CH:4]=1)(=[O:9])=[O:10])[C:24]1[CH:25]=[CH:26][CH:27]=[CH:28][CH:29]=1. The catalyst is CC#N. (3) The reactants are [CH2:1]([O:8][C:9]1[C:14](=[O:15])[CH:13]=[CH:12]O[C:10]=1[CH3:16])[C:2]1[CH:7]=[CH:6][CH:5]=[CH:4][CH:3]=1.[NH3:17].[OH-].[Na+].[Cl-].[NH4+]. The catalyst is C(O)C.C(Cl)(Cl)Cl. The product is [CH2:1]([O:8][C:9]1[C:14](=[O:15])[CH:13]=[CH:12][NH:17][C:10]=1[CH3:16])[C:2]1[CH:7]=[CH:6][CH:5]=[CH:4][CH:3]=1. The yield is 0.430. (4) The reactants are [N:1]1[CH:6]=[CH:5][C:4]([CH2:7][NH:8][C:9]([C:11]2[S:19][C:18]3[N:13]([C:14](=[O:22])[NH:15][C:16](=[O:21])[C:17]=3[CH3:20])[CH:12]=2)=[O:10])=[CH:3][CH:2]=1.Br[CH2:24][C:25]1[CH:30]=[CH:29][C:28]([C:31]([N:33]2[CH2:38][CH2:37][O:36][CH2:35][CH2:34]2)=[O:32])=[CH:27][CH:26]=1.[ClH:39]. The catalyst is O1CCCC1.C(OCC)C. The product is [ClH:39].[N:1]1[CH:6]=[CH:5][C:4]([CH2:7][NH:8][C:9]([C:11]2[S:19][C:18]3[N:13]([C:14](=[O:22])[N:15]([CH2:24][C:25]4[CH:30]=[CH:29][C:28]([C:31]([N:33]5[CH2:38][CH2:37][O:36][CH2:35][CH2:34]5)=[O:32])=[CH:27][CH:26]=4)[C:16](=[O:21])[C:17]=3[CH3:20])[CH:12]=2)=[O:10])=[CH:3][CH:2]=1. The yield is 0.560. (5) The reactants are [S:1]1[CH:5]=[C:4]([CH2:6][C@H:7]([NH:12]C(OC(C)(C)C)=O)[C:8]([NH:10][CH3:11])=[O:9])[C:3]2[CH:20]=[CH:21][CH:22]=[CH:23][C:2]1=2.[ClH:24]. The catalyst is O1CCOCC1. The product is [ClH:24].[NH2:12][C@@H:7]([CH2:6][C:4]1[C:3]2[CH:20]=[CH:21][CH:22]=[CH:23][C:2]=2[S:1][CH:5]=1)[C:8]([NH:10][CH3:11])=[O:9]. The yield is 0.850. (6) The reactants are CN(C)[CH:3]=[O:4].P(Cl)(Cl)(Cl)=O.[Cl:11][C:12]1[C:13]2[N:14]([CH:18]=[C:19]([C:21]3[CH:26]=[CH:25][C:24]([F:27])=[CH:23][CH:22]=3)[N:20]=2)[CH:15]=[CH:16][CH:17]=1.[OH-].[NH4+]. The catalyst is O. The product is [Cl:11][C:12]1[C:13]2[N:14]([C:18]([CH:3]=[O:4])=[C:19]([C:21]3[CH:26]=[CH:25][C:24]([F:27])=[CH:23][CH:22]=3)[N:20]=2)[CH:15]=[CH:16][CH:17]=1. The yield is 0.850. (7) The reactants are [Cl:1][C:2]1[CH:9]=[CH:8][CH:7]=[C:6](F)[C:3]=1[C:4]#[N:5].O.[NH2:12][NH2:13].CC(C)=O. The catalyst is C(O)C. The product is [Cl:1][C:2]1[CH:9]=[CH:8][CH:7]=[C:6]2[C:3]=1[C:4]([NH2:5])=[N:12][NH:13]2. The yield is 0.660. (8) The reactants are [O-]CC.[K+:4].[CH:5]([O:7][CH2:8][CH3:9])=[O:6].C([O:12][C:13](=O)[CH2:14][N:15]=[C:16]([O:18][CH2:19][CH3:20])[CH3:17])C. The catalyst is C(OCC)C.CCO. The product is [CH2:8]([O:7][C:5]([C:14]([N:15]=[C:16]([O:18][CH2:19][CH3:20])[CH3:17])=[CH:13][O-:12])=[O:6])[CH3:9].[K+:4]. The yield is 0.600.